Task: Predict the reactants needed to synthesize the given product.. Dataset: Retrosynthesis with 50K atom-mapped reactions and 10 reaction types from USPTO (1) Given the product COc1ccc2c(-c3ccc(Cl)cc3)nc(Nc3cc(C)[nH]n3)cc2c1, predict the reactants needed to synthesize it. The reactants are: COc1ccc2c(Cl)nc(Nc3cc(C)[nH]n3)cc2c1.OB(O)c1ccc(Cl)cc1. (2) Given the product CN1CCN(c2ccc(C(=O)OC(C)(C)C)c(N(C(=O)C(F)(F)F)C3CCOCC3)c2)CC1, predict the reactants needed to synthesize it. The reactants are: CN1CCN(c2ccc(C(=O)OC(C)(C)C)c(NC3CCOCC3)c2)CC1.O=C(OC(=O)C(F)(F)F)C(F)(F)F. (3) Given the product CC(C)(C)OC(=O)CN1CC(c2cccc3ccccc23)SCC(N2C(=O)c3ccccc3C2=O)C1=O, predict the reactants needed to synthesize it. The reactants are: CC(C)(C)OC(=O)CBr.O=C1NCC(c2cccc3ccccc23)SCC1N1C(=O)c2ccccc2C1=O.